Dataset: Catalyst prediction with 721,799 reactions and 888 catalyst types from USPTO. Task: Predict which catalyst facilitates the given reaction. (1) Reactant: [Cl:1][C:2]1[CH:3]=[CH:4][C:5]([O:26][CH2:27][C:28]([N:30]2[CH2:35][C@H:34]([CH3:36])[N:33]([CH2:37][C:38]3[CH:43]=[CH:42][C:41]([F:44])=[CH:40][CH:39]=3)[CH2:32][C@H:31]2[CH3:45])=[O:29])=[C:6]([CH:25]=1)[CH2:7][NH:8][S:9]([CH2:12][CH2:13][N:14]1C(=O)C2C(=CC=CC=2)C1=O)(=[O:11])=[O:10].NN. Product: [Cl:1][C:2]1[CH:3]=[CH:4][C:5]([O:26][CH2:27][C:28]([N:30]2[CH2:35][C@H:34]([CH3:36])[N:33]([CH2:37][C:38]3[CH:39]=[CH:40][C:41]([F:44])=[CH:42][CH:43]=3)[CH2:32][C@H:31]2[CH3:45])=[O:29])=[C:6]([CH:25]=1)[CH2:7][NH:8][S:9]([CH2:12][CH2:13][NH2:14])(=[O:11])=[O:10]. The catalyst class is: 14. (2) Reactant: Br[C:2]1[N:7]=[C:6]([CH3:8])[CH:5]=[CH:4][N:3]=1.[NH2:9][C@H:10]1[C:19]2[C:14](=[CH:15][CH:16]=[C:17]([CH:20]3[CH2:25][CH2:24][O:23][CH2:22][CH2:21]3)[CH:18]=2)[N:13]([C:26](=[O:28])[CH3:27])[C@@H:12]([CH3:29])[C@@H:11]1[CH3:30].CC(C)([O-])C.[Na+].CN(C1C(C2C(P(C3CCCCC3)C3CCCCC3)=CC=CC=2)=CC=CC=1)C. Product: [CH3:29][C@H:12]1[C@H:11]([CH3:30])[C@@H:10]([NH:9][C:2]2[N:7]=[C:6]([CH3:8])[CH:5]=[CH:4][N:3]=2)[C:19]2[C:14](=[CH:15][CH:16]=[C:17]([CH:20]3[CH2:25][CH2:24][O:23][CH2:22][CH2:21]3)[CH:18]=2)[N:13]1[C:26](=[O:28])[CH3:27]. The catalyst class is: 62. (3) Reactant: [NH2:1][C:2]1[C:11]([N+:12]([O-])=O)=[CH:10][C:5]([C:6]([O:8][CH3:9])=[O:7])=[CH:4][N:3]=1. Product: [NH2:12][C:11]1[C:2]([NH2:1])=[N:3][CH:4]=[C:5]([CH:10]=1)[C:6]([O:8][CH3:9])=[O:7]. The catalyst class is: 358. (4) Product: [BrH:8].[C:10]([S:11][CH2:1][C:2]1[CH:7]=[CH:6][CH:5]=[CH:4][CH:3]=1)(=[NH:9])[NH2:12]. Reactant: [CH2:1]([Br:8])[C:2]1[CH:7]=[CH:6][CH:5]=[CH:4][CH:3]=1.[NH2:9][C:10]([NH2:12])=[S:11]. The catalyst class is: 32. (5) Reactant: [CH:1]1([C:4]2[C:5]([C:28]3[C:36]4[C:31](=[CH:32][CH:33]=[CH:34][CH:35]=4)[N:30]([S:37]([C:40]4[CH:45]=[CH:44][CH:43]=[CH:42][CH:41]=4)(=[O:39])=[O:38])[CH:29]=3)=[N:6][C:7]([NH:10][C@@H:11]3[CH2:16][CH2:15][CH2:14][C@H:13]([NH:17]C(=O)OCC4C=CC=CC=4)[CH2:12]3)=[N:8][CH:9]=2)[CH2:3][CH2:2]1. Product: [CH:1]1([C:4]2[C:5]([C:28]3[C:36]4[C:31](=[CH:32][CH:33]=[CH:34][CH:35]=4)[N:30]([S:37]([C:40]4[CH:45]=[CH:44][CH:43]=[CH:42][CH:41]=4)(=[O:38])=[O:39])[CH:29]=3)=[N:6][C:7]([NH:10][C@@H:11]3[CH2:16][CH2:15][CH2:14][C@H:13]([NH2:17])[CH2:12]3)=[N:8][CH:9]=2)[CH2:2][CH2:3]1. The catalyst class is: 19. (6) Reactant: [CH3:1][C:2]1[CH:12]=[C:11]([S:13][CH2:14][C:15]2[C:19]([CH3:20])=[N:18][N:17]([C:21]3[CH:26]=[CH:25][C:24]([C:27]([F:30])([F:29])[F:28])=[CH:23][CH:22]=3)[N:16]=2)[CH:10]=[CH:9][C:3]=1[O:4][CH2:5][C:6]([OH:8])=[O:7].C1C=C(Cl)C=C(C(OO)=[O:39])C=1. Product: [CH3:1][C:2]1[CH:12]=[C:11]([S:13]([CH2:14][C:15]2[C:19]([CH3:20])=[N:18][N:17]([C:21]3[CH:22]=[CH:23][C:24]([C:27]([F:29])([F:30])[F:28])=[CH:25][CH:26]=3)[N:16]=2)=[O:39])[CH:10]=[CH:9][C:3]=1[O:4][CH2:5][C:6]([OH:8])=[O:7]. The catalyst class is: 2. (7) Product: [CH3:15][O:14][C:13]1[CH:12]=[CH:11][CH:10]=[C:9]([C:16]2[CH:17]=[CH:22][CH:21]=[CH:20][C:19]=2[CH3:18])[C:8]=1[CH2:7][CH:5]=[O:6]. The catalyst class is: 5. Reactant: CC1(C)[O:6][CH:5]([CH2:7][C:8]2[C:13]([O:14][CH3:15])=[CH:12][CH:11]=[CH:10][C:9]=2[CH2:16][C:17]2[CH:22]=[CH:21][CH:20]=[CH:19][CH:18]=2)CO1.Cl.C(OCC)(=O)C.